Dataset: Catalyst prediction with 721,799 reactions and 888 catalyst types from USPTO. Task: Predict which catalyst facilitates the given reaction. (1) Reactant: [Cl:1][C:2]1[CH:10]=[CH:9][C:5]([C:6](Cl)=[O:7])=[CH:4][N:3]=1.Cl.[CH:12]1([CH2:16][NH2:17])[CH2:15][CH2:14][CH2:13]1.C(N(CC)CC)C. Product: [Cl:1][C:2]1[CH:10]=[CH:9][C:5]([C:6]([NH:17][CH2:16][CH:12]2[CH2:15][CH2:14][CH2:13]2)=[O:7])=[CH:4][N:3]=1. The catalyst class is: 4. (2) The catalyst class is: 10. Product: [CH2:1]([O:3][C:4](=[O:22])[CH:5]([O:33][C:31](=[O:32])[CH2:30][O:23][C:24]1[CH:25]=[CH:26][CH:27]=[CH:28][CH:29]=1)[C:6](=[O:20])[CH2:7][CH2:8][NH:9][C:10]([O:12][CH2:13][C:14]1[CH:19]=[CH:18][CH:17]=[CH:16][CH:15]=1)=[O:11])[CH3:2]. Reactant: [CH2:1]([O:3][C:4](=[O:22])[CH:5](Cl)[C:6](=[O:20])[CH2:7][CH2:8][NH:9][C:10]([O:12][CH2:13][C:14]1[CH:19]=[CH:18][CH:17]=[CH:16][CH:15]=1)=[O:11])[CH3:2].[O:23]([CH2:30][C:31]([OH:33])=[O:32])[C:24]1[CH:29]=[CH:28][CH:27]=[CH:26][CH:25]=1. (3) The catalyst class is: 2. Reactant: [C:1]([O:5][C:6](=[O:24])[CH2:7][CH2:8][C:9]1[CH:14]=[CH:13][C:12]([OH:15])=[CH:11][C:10]=1[CH2:16][NH:17][C:18]([O:20][CH:21]([CH3:23])[CH3:22])=[O:19])(C)(C)C.C(C(O)=O)(F)(F)F.O. Product: [CH3:1][O:5][C:6](=[O:24])[CH2:7][CH2:8][C:9]1[CH:14]=[CH:13][C:12]([OH:15])=[CH:11][C:10]=1[CH2:16][NH:17][C:18]([O:20][CH:21]([CH3:22])[CH3:23])=[O:19]. (4) Reactant: [CH2:1]([N:5]1[CH:10]=[CH:9][C:8]([CH3:12])([CH3:11])[CH2:7][CH2:6]1)[CH:2]([CH3:4])[CH3:3].C(N(CC)CC)C.[Br:20][CH2:21][CH2:22][CH2:23][CH2:24][CH2:25][C:26](Cl)=[O:27].C(=O)([O-])[O-].[Na+].[Na+]. Product: [Br:20][CH2:21][CH2:22][CH2:23][CH2:24][CH2:25][C:26]([CH:9]1[C:8]([CH3:12])([CH3:11])[CH:7]=[CH:6][N:5]([CH2:1][CH:2]([CH3:4])[CH3:3])[CH2:10]1)=[O:27]. The catalyst class is: 343. (5) Reactant: [OH:1][C:2]1[C:7]([CH3:8])=[CH:6][C:5]([C:9]2[CH:14]=[CH:13][CH:12]=[C:11]([CH:15]=[O:16])[CH:10]=2)=[CH:4][C:3]=1[CH3:17].CC1C=CC(S(O[CH2:29][CH2:30][CH2:31][S:32]([CH3:35])(=[O:34])=[O:33])(=O)=O)=CC=1.C(=O)([O-])[O-].[Cs+].[Cs+]. Product: [CH3:8][C:7]1[CH:6]=[C:5]([C:9]2[CH:14]=[CH:13][CH:12]=[C:11]([CH:15]=[O:16])[CH:10]=2)[CH:4]=[C:3]([CH3:17])[C:2]=1[O:1][CH2:29][CH2:30][CH2:31][S:32]([CH3:35])(=[O:34])=[O:33]. The catalyst class is: 3. (6) Reactant: [OH:1][C:2]1[CH:11]=[CH:10][C:9]2[C:4](=[CH:5][CH:6]=[C:7]([O:12][CH3:13])[CH:8]=2)[CH:3]=1.[C:14](=O)([O-])[O-].[K+].[K+].[F:20][C:21]1[CH:39]=[CH:38][C:24]([C:25]([N:27]2[CH2:30][C:29](CCl)([C:31]([O:33]CC)=[O:32])[CH2:28]2)=[O:26])=[CH:23][CH:22]=1.O. Product: [F:20][C:21]1[CH:39]=[CH:38][C:24]([C:25]([N:27]2[CH2:30][C:29]([CH2:13][O:12][C:7]3[CH:6]=[CH:5][C:4]4[C:9](=[CH:10][CH:11]=[C:2]([O:1][CH3:14])[CH:3]=4)[CH:8]=3)([C:31]([OH:33])=[O:32])[CH2:28]2)=[O:26])=[CH:23][CH:22]=1. The catalyst class is: 16. (7) Reactant: [Cl:1][C:2]1[N:7]=[C:6](Cl)[C:5]([I:9])=[CH:4][N:3]=1.C(N(CC)CC)C.[NH2:17][C@H:18]([CH3:21])[CH2:19][OH:20]. Product: [Cl:1][C:2]1[N:7]=[C:6]([NH:17][C@H:18]([CH3:21])[CH2:19][OH:20])[C:5]([I:9])=[CH:4][N:3]=1. The catalyst class is: 115.